Dataset: Full USPTO retrosynthesis dataset with 1.9M reactions from patents (1976-2016). Task: Predict the reactants needed to synthesize the given product. (1) The reactants are: [N+:1]([C:4]1[CH:5]=[C:6]2[C:10](=[CH:11][CH:12]=1)[NH:9][CH:8]=[C:7]2[CH:13]=O)([O-:3])=[O:2].C(#N)[CH:16]([CH2:18][C:19]#[N:20])O.[NH:22]1CCCCC1. Given the product [N+:1]([C:4]1[CH:5]=[C:6]2[C:10](=[CH:11][CH:12]=1)[NH:9][CH:8]=[C:7]2[CH:13]=[C:18]([C:16]#[N:22])[C:19]#[N:20])([O-:3])=[O:2], predict the reactants needed to synthesize it. (2) Given the product [Cl:1][C:2]1[CH:7]=[CH:6][C:5]([CH:8]([F:42])[CH2:9][N:10]2[CH2:15][CH2:14][CH:13]([N:16]3[C:20]4[CH:21]=[C:22]([F:29])[C:23]([C:25]([NH:27][CH3:28])=[O:26])=[CH:24][C:19]=4[NH:18][C:17]3=[O:30])[CH2:12][CH2:11]2)=[CH:4][CH:3]=1, predict the reactants needed to synthesize it. The reactants are: [Cl:1][C:2]1[CH:7]=[CH:6][C:5]([CH:8](O)[CH2:9][N:10]2[CH2:15][CH2:14][CH:13]([N:16]3[C:20]4[CH:21]=[C:22]([F:29])[C:23]([C:25]([NH:27][CH3:28])=[O:26])=[CH:24][C:19]=4[NH:18][C:17]3=[O:30])[CH2:12][CH2:11]2)=[CH:4][CH:3]=1.COCCN(S(F)(F)[F:42])CCOC. (3) Given the product [CH3:14][N:5]1[CH2:6][CH2:7][C:8]2[CH:13]=[CH:12][CH:11]=[CH:10][C:9]=2[CH2:2][C:3]1=[O:4], predict the reactants needed to synthesize it. The reactants are: Cl[CH2:2][C:3]([N:5]([CH3:14])[CH2:6][CH2:7][C:8]1[CH:13]=[CH:12][CH:11]=[CH:10][CH:9]=1)=[O:4].[Cl-].[Cl-].[Cl-].[Al+3]. (4) Given the product [NH2:1][CH:2]1[CH2:7][CH2:6][NH:5][CH2:4][CH:3]1[CH2:13][CH3:14], predict the reactants needed to synthesize it. The reactants are: [NH2:1][CH:2]1[CH2:7][CH2:6][N:5](C(OCC)=O)[CH2:4][CH:3]1[CH2:13][CH3:14].